Dataset: Forward reaction prediction with 1.9M reactions from USPTO patents (1976-2016). Task: Predict the product of the given reaction. (1) Given the reactants [NH2:1][C:2]1[C:11]2[N:10]=[CH:9][C:8]([CH2:12][CH2:13][C:14]3[CH:34]=[CH:33][C:17]([O:18][CH2:19][CH2:20][CH2:21][C:22]([P:25](=[O:32])([O:29]CC)[O:26]CC)([F:24])[F:23])=[CH:16][C:15]=3[CH3:35])=[CH:7][C:6]=2[C:5]2[CH:36]=[CH:37][C:38]([CH3:40])=[CH:39][C:4]=2[N:3]=1.C(O)(C(F)(F)F)=O, predict the reaction product. The product is: [NH2:1][C:2]1[C:11]2[N:10]=[CH:9][C:8]([CH2:12][CH2:13][C:14]3[CH:34]=[CH:33][C:17]([O:18][CH2:19][CH2:20][CH2:21][C:22]([P:25](=[O:26])([OH:29])[OH:32])([F:23])[F:24])=[CH:16][C:15]=3[CH3:35])=[CH:7][C:6]=2[C:5]2[CH:36]=[CH:37][C:38]([CH3:40])=[CH:39][C:4]=2[N:3]=1. (2) Given the reactants [Cl:1][C:2]1[N:7]=[C:6]([C:8]2[CH:13]=[CH:12][C:11]([NH:14]C(NC3C=C(C(F)(F)F)C=CC=3F)=O)=[CH:10][CH:9]=2)[CH:5]=[CH:4][C:3]=1[C:29]#[N:30].O.NN, predict the reaction product. The product is: [NH2:14][C:11]1[CH:10]=[CH:9][C:8]([C:6]2[CH:5]=[CH:4][C:3]([C:29]#[N:30])=[C:2]([Cl:1])[N:7]=2)=[CH:13][CH:12]=1. (3) The product is: [F:1][C:2]1[CH:7]=[C:6]([F:8])[CH:5]=[CH:4][C:3]=1[C:9]1[N:10]2[C:15]([CH:16]=[CH:17][CH:18]=1)=[C:14]([C:19]1[CH:20]=[C:21]([CH:25]=[CH:26][C:27]=1[F:28])[C:22]([O:24][CH3:30])=[O:23])[C:13](=[O:29])[CH:12]=[CH:11]2. Given the reactants [F:1][C:2]1[CH:7]=[C:6]([F:8])[CH:5]=[CH:4][C:3]=1[C:9]1[N:10]2[C:15]([CH:16]=[CH:17][CH:18]=1)=[C:14]([C:19]1[CH:20]=[C:21]([CH:25]=[CH:26][C:27]=1[F:28])[C:22]([OH:24])=[O:23])[C:13](=[O:29])[CH:12]=[CH:11]2.[C:30](Cl)(=O)C(Cl)=O, predict the reaction product. (4) Given the reactants [H-].[Al+3].[Li+].[H-].[H-].[H-].[CH2:7]([O:14][C:15]1[CH:20]=[CH:19][C:18]([F:21])=[CH:17][C:16]=1[CH:22]1[C:30]2[C:25](=[CH:26][CH:27]=[CH:28][CH:29]=2)[C:24](=[O:31])[O:23]1)[C:8]1[CH:13]=[CH:12][CH:11]=[CH:10][CH:9]=1.CC(O)C.[OH-].[Na+], predict the reaction product. The product is: [CH2:7]([O:14][C:15]1[CH:20]=[CH:19][C:18]([F:21])=[CH:17][C:16]=1[CH:22]([C:30]1[CH:29]=[CH:28][CH:27]=[CH:26][C:25]=1[CH2:24][OH:31])[OH:23])[C:8]1[CH:13]=[CH:12][CH:11]=[CH:10][CH:9]=1. (5) Given the reactants [CH3:1][O:2][C:3]1[CH:4]=[C:5]([C@@H:9]([N:11]([CH3:20])[C@H:12]([C:14]2[CH:19]=[CH:18][CH:17]=[CH:16][CH:15]=2)[CH3:13])[CH3:10])[CH:6]=[CH:7][CH:8]=1.[CH3:21]N(C)C=O.[S:26]([O:31]C)([O:29][CH3:30])(=[O:28])=[O:27], predict the reaction product. The product is: [CH3:30][O:29][S:26]([O-:31])(=[O:28])=[O:27].[CH3:1][O:2][C:3]1[CH:4]=[C:5]([C@@H:9]([N+:11]([CH3:21])([CH3:20])[C@H:12]([C:14]2[CH:19]=[CH:18][CH:17]=[CH:16][CH:15]=2)[CH3:13])[CH3:10])[CH:6]=[CH:7][CH:8]=1. (6) Given the reactants [C:1]1([S:7]([C:10]2[CH:15]=[CH:14][C:13](Cl)=[CH:12][N:11]=2)(=[O:9])=[O:8])[CH:6]=[CH:5][CH:4]=[CH:3][CH:2]=1.C(=O)([O-])[O-:18].[K+].[K+].[NH:23]1[CH2:29][CH2:28][CH2:27][NH:26][CH2:25][CH2:24]1, predict the reaction product. The product is: [CH3:10][S:7]([OH:8])(=[O:9])=[O:18].[C:1]1([S:7]([C:10]2[CH:15]=[CH:14][C:13]([N:23]3[CH2:29][CH2:28][CH2:27][NH:26][CH2:25][CH2:24]3)=[CH:12][N:11]=2)(=[O:9])=[O:8])[CH:6]=[CH:5][CH:4]=[CH:3][CH:2]=1. (7) The product is: [I:1][C:2]1[CH:3]=[N:4][N:5]([CH2:14][CH2:15][O:16][CH:17]2[CH2:22][CH2:21][CH2:20][CH2:19][O:18]2)[CH:6]=1. Given the reactants [I:1][C:2]1[CH:3]=[N:4][NH:5][CH:6]=1.C(=O)([O-])[O-].[Cs+].[Cs+].Br[CH2:14][CH2:15][O:16][CH:17]1[CH2:22][CH2:21][CH2:20][CH2:19][O:18]1, predict the reaction product. (8) Given the reactants [SH:1][C:2]1[O:6][C:5]([C:7]([OH:12])([CH2:10][CH3:11])[CH2:8][CH3:9])=[N:4][N:3]=1.[C:13](=O)([O-])[O-].[Cs+].[Cs+].CI.C([O-])(=O)C.[NH4+], predict the reaction product. The product is: [CH3:13][S:1][C:2]1[O:6][C:5]([C:7]([OH:12])([CH2:10][CH3:11])[CH2:8][CH3:9])=[N:4][N:3]=1. (9) Given the reactants [NH2:1][C:2]1[CH:7]=[CH:6][C:5]([C:8]2[CH:9]=[C:10]3[C:14](=[CH:15][CH:16]=2)[C:13](=[O:17])[N:12]([C@@H:18]([CH:23]([CH3:25])[CH3:24])[C:19]([O:21][CH3:22])=[O:20])[CH2:11]3)=[CH:4][CH:3]=1.N1C=CC=CC=1.[C:32](Br)(=[O:39])[C:33]1[CH:38]=[CH:37][CH:36]=[CH:35][CH:34]=1, predict the reaction product. The product is: [C:32]([NH:1][C:2]1[CH:7]=[CH:6][C:5]([C:8]2[CH:9]=[C:10]3[C:14](=[CH:15][CH:16]=2)[C:13](=[O:17])[N:12]([C@@H:18]([CH:23]([CH3:25])[CH3:24])[C:19]([O:21][CH3:22])=[O:20])[CH2:11]3)=[CH:4][CH:3]=1)(=[O:39])[C:33]1[CH:38]=[CH:37][CH:36]=[CH:35][CH:34]=1. (10) Given the reactants [C:1]([O:5][C:6](=[O:38])[N:7]([C@@H:19]1[C@@H:24]([OH:25])[C@H:23]([CH2:26][C:27]2[CH:32]=[C:31]([F:33])[C:30]([NH2:34])=[C:29](Br)[CH:28]=2)[CH2:22][S:21](=[O:37])(=[O:36])[CH2:20]1)[CH2:8][C:9]1[CH:14]=[CH:13][CH:12]=[C:11]([C:15]([CH3:18])([CH3:17])[CH3:16])[CH:10]=1)([CH3:4])([CH3:3])[CH3:2].[CH2:39](B1OC(C)(C)C(C)(C)O1)[CH:40]=[CH2:41], predict the reaction product. The product is: [C:1]([O:5][C:6](=[O:38])[N:7]([C@@H:19]1[C@@H:24]([OH:25])[C@H:23]([CH2:26][C:27]2[CH:32]=[C:31]([F:33])[C:30]([NH2:34])=[C:29]([CH2:41][CH:40]=[CH2:39])[CH:28]=2)[CH2:22][S:21](=[O:37])(=[O:36])[CH2:20]1)[CH2:8][C:9]1[CH:14]=[CH:13][CH:12]=[C:11]([C:15]([CH3:18])([CH3:17])[CH3:16])[CH:10]=1)([CH3:4])([CH3:3])[CH3:2].